From a dataset of Reaction yield outcomes from USPTO patents with 853,638 reactions. Predict the reaction yield, written as a fraction of the theoretical maximum amount of product (1.0 means a 100% yield; for example, 0.34 means a 34% yield). (1) The reactants are [F:1][C:2]1[CH:24]=[CH:23][C:5]([O:6][C:7]2[CH:8]=[C:9]3[C:13](=[CH:14][C:15]=2[C:16]([NH2:18])=[O:17])[N:12]([CH2:19][CH:20]([CH3:22])[CH3:21])[N:11]=[CH:10]3)=[CH:4][CH:3]=1.C(N1C=CN=C1)(N1C=CN=C1)=O.[CH2:37]([N:44]1[CH2:49][CH2:48][CH:47](N)[CH2:46][CH2:45]1)[C:38]1[CH:43]=[CH:42][CH:41]=[CH:40][CH:39]=1. The catalyst is C1COCC1. The product is [CH2:37]([N:44]1[CH2:49][CH2:48][CH:47]([NH:18][C:16]([C:15]2[CH:14]=[C:13]3[C:9]([CH:10]=[N:11][N:12]3[CH2:19][CH:20]([CH3:22])[CH3:21])=[CH:8][C:7]=2[O:6][C:5]2[CH:23]=[CH:24][C:2]([F:1])=[CH:3][CH:4]=2)=[O:17])[CH2:46][CH2:45]1)[C:38]1[CH:43]=[CH:42][CH:41]=[CH:40][CH:39]=1. The yield is 0.970. (2) The reactants are [F:1][C:2]([F:45])([F:44])[C:3]1[CH:4]=[C:5]([C:13]([CH3:43])([CH3:42])[C:14]([N:16]([CH3:41])[C:17]2[C:18]([C:34]3[CH:39]=[CH:38][CH:37]=[CH:36][C:35]=3[CH3:40])=[CH:19][C:20]([N:23]3[CH2:27][C@H:26](O)[CH2:25][C@H:24]3[CH2:29][O:30]C(=O)C)=[N:21][CH:22]=2)=[O:15])[CH:6]=[C:7]([C:9]([F:12])([F:11])[F:10])[CH:8]=1.C(N(S(F)(F)[F:52])CC)C. The catalyst is ClCCl.[OH-].[Na+]. The product is [F:44][C:2]([F:1])([F:45])[C:3]1[CH:4]=[C:5]([C:13]([CH3:43])([CH3:42])[C:14]([N:16]([C:17]2[CH:22]=[N:21][C:20]([N:23]3[CH2:27][C@@H:26]([F:52])[CH2:25][C@H:24]3[CH2:29][OH:30])=[CH:19][C:18]=2[C:34]2[CH:39]=[CH:38][CH:37]=[CH:36][C:35]=2[CH3:40])[CH3:41])=[O:15])[CH:6]=[C:7]([C:9]([F:12])([F:10])[F:11])[CH:8]=1. The yield is 0.350. (3) The reactants are C(OC([N:8]1[CH2:13][CH2:12][O:11][CH:10]([C:14]2[O:18][N:17]=[C:16]([C:19]3[CH:24]=[CH:23][C:22]([F:25])=[CH:21][CH:20]=3)[N:15]=2)[CH2:9]1)=O)(C)(C)C.[ClH:26]. The catalyst is ClCCl. The product is [ClH:26].[F:25][C:22]1[CH:23]=[CH:24][C:19]([C:16]2[N:15]=[C:14]([CH:10]3[O:11][CH2:12][CH2:13][NH:8][CH2:9]3)[O:18][N:17]=2)=[CH:20][CH:21]=1. The yield is 1.00. (4) The reactants are [I:1]Cl.[O:3]=[C:4]1[C:13]2[NH:14][CH:15]=[CH:16][C:12]=2[C:11]2[CH:10]=[CH:9][CH:8]=[CH:7][C:6]=2[NH:5]1.[CH2:17]([C:19]([O-:21])=[O:20])[CH3:18].C(O)(=O)C.[O-]S(C(F)(F)F)(=O)=O.[In+3].[O-]S(C(F)(F)F)(=O)=O.[O-]S(C(F)(F)F)(=O)=O. The catalyst is ClCCl.C(#N)C. The product is [I:1][C:9]1[CH:8]=[CH:7][C:6]2[NH:5][C:4](=[O:3])[C:13]3[NH:14][CH:15]=[CH:16][C:12]=3[C:11]=2[CH:10]=1.[CH2:17]([C:19]([O-:21])=[O:20])[CH3:18]. The yield is 0.960. (5) The reactants are [C:1]1([CH2:7][C:8]([C:10]2[CH:14]=[CH:13][S:12][CH:11]=2)=O)[CH:6]=[CH:5][CH:4]=[CH:3][CH:2]=1.[CH2:15]([O:17][C:18]1[CH:19]=[C:20]([CH:23]=[C:24]([N+:27]([O-:29])=[O:28])[C:25]=1[OH:26])[CH:21]=O)[CH3:16].[NH2:30][C:31]([NH2:33])=[O:32].Cl. The catalyst is CCO.O. The product is [CH2:15]([O:17][C:18]1[CH:19]=[C:20]([CH:21]2[C:7]([C:1]3[CH:6]=[CH:5][CH:4]=[CH:3][CH:2]=3)=[C:8]([C:10]3[CH:14]=[CH:13][S:12][CH:11]=3)[NH:33][C:31](=[O:32])[NH:30]2)[CH:23]=[C:24]([N+:27]([O-:29])=[O:28])[C:25]=1[OH:26])[CH3:16]. The yield is 0.230.